Dataset: Full USPTO retrosynthesis dataset with 1.9M reactions from patents (1976-2016). Task: Predict the reactants needed to synthesize the given product. (1) The reactants are: [CH3:1][C:2]1[C:11]2[C:6](=[CH:7][CH:8]=[CH:9][CH:10]=2)[C:5]([C:12](Cl)=[O:13])=[CH:4][CH:3]=1.[CH3:15][O:16][C:17]1[CH:18]=[C:19]2[C:23](=[CH:24][CH:25]=1)[N:22]([CH2:26][CH2:27][N:28]1[CH2:33][CH2:32][O:31][CH2:30][CH2:29]1)[C:21]([CH3:34])=[CH:20]2.[Cl-].[Cl-].C([Al+2])C. Given the product [CH3:15][O:16][C:17]1[CH:18]=[C:19]2[C:23](=[CH:24][CH:25]=1)[N:22]([CH2:26][CH2:27][N:28]1[CH2:33][CH2:32][O:31][CH2:30][CH2:29]1)[C:21]([CH3:34])=[C:20]2[C:12]([C:5]1[C:6]2[C:11](=[CH:10][CH:9]=[CH:8][CH:7]=2)[C:2]([CH3:1])=[CH:3][CH:4]=1)=[O:13], predict the reactants needed to synthesize it. (2) Given the product [Cl:27][C:25]1[C:11]2[C:6](=[CH:7][CH:8]=[C:9]([O:12][CH3:13])[CH:10]=2)[N:5]=[CH:4][C:3]=1[C:14]([NH2:23])=[O:16], predict the reactants needed to synthesize it. The reactants are: BrC1[C:11]2[C:6](=[CH:7][CH:8]=[C:9]([O:12][CH3:13])[CH:10]=2)[N:5]=[CH:4][C:3]=1[C:14]([OH:16])=O.C(Cl)(=O)C(Cl)=O.[NH4+:23].[OH-].[CH2:25]([Cl:27])Cl. (3) Given the product [C:1]([C:5]([C:8]([O:11][C:12]([C:18]([O:21][C:22]([C:28]([O:31][CH2:32][CH2:33][CH2:34][Si:36]([Cl:38])([Cl:37])[Cl:35])([F:29])[F:30])([C:24]([F:27])([F:26])[F:25])[F:23])([F:19])[F:20])([C:14]([F:17])([F:16])[F:15])[F:13])([F:10])[F:9])([F:7])[F:6])([F:4])([F:3])[F:2], predict the reactants needed to synthesize it. The reactants are: [C:1]([C:5]([C:8]([O:11][C:12]([C:18]([O:21][C:22]([C:28]([O:31][CH2:32][CH:33]=[CH2:34])([F:30])[F:29])([C:24]([F:27])([F:26])[F:25])[F:23])([F:20])[F:19])([C:14]([F:17])([F:16])[F:15])[F:13])([F:10])[F:9])([F:7])[F:6])([F:4])([F:3])[F:2].[Cl:35][SiH:36]([Cl:38])[Cl:37].